From a dataset of Merck oncology drug combination screen with 23,052 pairs across 39 cell lines. Regression. Given two drug SMILES strings and cell line genomic features, predict the synergy score measuring deviation from expected non-interaction effect. Drug 1: COC1=C2CC(C)CC(OC)C(O)C(C)C=C(C)C(OC(N)=O)C(OC)C=CC=C(C)C(=O)NC(=CC1=O)C2=O. Drug 2: NC1CCCCC1N.O=C(O)C(=O)O.[Pt+2]. Cell line: PA1. Synergy scores: synergy=-40.2.